Dataset: Full USPTO retrosynthesis dataset with 1.9M reactions from patents (1976-2016). Task: Predict the reactants needed to synthesize the given product. (1) Given the product [N:4]1[CH:3]=[C:2]([C:28]2[CH:29]=[CH:30][C:31]([C:34]3([NH:38][C:39](=[O:45])[O:40][C:41]([CH3:43])([CH3:42])[CH3:44])[CH2:35][CH2:36][CH2:37]3)=[CH:32][CH:33]=2)[N:6]2[C:5]=1[C:11]1[CH:12]=[CH:13][CH:14]=[CH:15][C:10]=1[NH:9][C:8]1[N:16]=[CH:17][CH:18]=[CH:19][C:7]2=1, predict the reactants needed to synthesize it. The reactants are: Br[C:2]1[N:6]2[C:7]3[CH:19]=[CH:18][CH:17]=[N:16][C:8]=3[NH:9][C:10]3[CH:15]=[CH:14][CH:13]=[CH:12][C:11]=3[C:5]2=[N:4][CH:3]=1.CC1(C)C(C)(C)OB([C:28]2[CH:33]=[CH:32][C:31]([C:34]3([NH:38][C:39](=[O:45])[O:40][C:41]([CH3:44])([CH3:43])[CH3:42])[CH2:37][CH2:36][CH2:35]3)=[CH:30][CH:29]=2)O1.C([O-])(O)=O.[Na+].O. (2) Given the product [CH3:34][C:7]1[CH:8]=[C:9]([NH:10][C:11]2[C:20]3[C:15](=[CH:16][CH:17]=[CH:18][CH:19]=3)[C:14](=[O:21])[N:13]([C:22]3[CH:27]=[CH:26][C:25]([N:28]4[CH2:33][CH2:32][CH2:31][CH2:30][CH2:29]4)=[CH:24][CH:23]=3)[N:12]=2)[NH:5][N:6]=1, predict the reactants needed to synthesize it. The reactants are: C([N:5]1[C:9]([NH:10][C:11]2[C:20]3[C:15](=[CH:16][CH:17]=[CH:18][CH:19]=3)[C:14](=[O:21])[N:13]([C:22]3[CH:27]=[CH:26][C:25]([N:28]4[CH2:33][CH2:32][CH2:31][CH2:30][CH2:29]4)=[CH:24][CH:23]=3)[N:12]=2)=[CH:8][C:7]([CH3:34])=[N:6]1)(C)(C)C. (3) The reactants are: [CH3:1][O-:2].[Na+].[Cl:4][C:5]1[CH:10]=[C:9]([O:11][CH3:12])[CH:8]=[CH:7][C:6]=1[C:13]1[C:14]2[N:15]([C:19]([N:26]([CH2:30][CH:31]3[CH2:33][CH2:32]3)[CH2:27][CH2:28][CH3:29])=[C:20](S(C)(=O)=O)[N:21]=2)[CH:16]=[CH:17][N:18]=1. Given the product [Cl:4][C:5]1[CH:10]=[C:9]([O:11][CH3:12])[CH:8]=[CH:7][C:6]=1[C:13]1[C:14]2[N:15]([C:19]([N:26]([CH2:30][CH:31]3[CH2:33][CH2:32]3)[CH2:27][CH2:28][CH3:29])=[C:20]([O:2][CH3:1])[N:21]=2)[CH:16]=[CH:17][N:18]=1, predict the reactants needed to synthesize it. (4) The reactants are: C(OC([NH:8][CH2:9][C:10]1[C:11]([CH2:31][CH:32]([CH3:34])[CH3:33])=[N:12][C:13]2[C:18]([C:19]=1[C:20]1[CH:25]=[CH:24][C:23]([CH3:26])=[CH:22][CH:21]=1)=[CH:17][C:16]([C:27]([O:29][CH3:30])=[O:28])=[CH:15][CH:14]=2)=O)(C)(C)C.[ClH:35]. Given the product [ClH:35].[ClH:35].[NH2:8][CH2:9][C:10]1[C:11]([CH2:31][CH:32]([CH3:34])[CH3:33])=[N:12][C:13]2[C:18]([C:19]=1[C:20]1[CH:25]=[CH:24][C:23]([CH3:26])=[CH:22][CH:21]=1)=[CH:17][C:16]([C:27]([O:29][CH3:30])=[O:28])=[CH:15][CH:14]=2, predict the reactants needed to synthesize it.